This data is from NCI-60 drug combinations with 297,098 pairs across 59 cell lines. The task is: Regression. Given two drug SMILES strings and cell line genomic features, predict the synergy score measuring deviation from expected non-interaction effect. Synergy scores: CSS=45.3, Synergy_ZIP=1.86, Synergy_Bliss=6.25, Synergy_Loewe=-6.68, Synergy_HSA=3.58. Drug 1: C1C(C(OC1N2C=NC(=NC2=O)N)CO)O. Drug 2: B(C(CC(C)C)NC(=O)C(CC1=CC=CC=C1)NC(=O)C2=NC=CN=C2)(O)O. Cell line: LOX IMVI.